This data is from Forward reaction prediction with 1.9M reactions from USPTO patents (1976-2016). The task is: Predict the product of the given reaction. (1) Given the reactants C([Li])(C)(C)C.C1C[O:9][CH2:8]C1.[CH2:11]([O:13][CH:14]([O:26][CH2:27][CH3:28])[N:15]1[C:23]2[C:18](=[CH:19][CH:20]=[CH:21][CH:22]=2)[C:17]([C:24]#[N:25])=[CH:16]1)[CH3:12], predict the reaction product. The product is: [CH2:11]([O:13][CH:14]([O:26][CH2:27][CH3:28])[N:15]1[C:23]2[C:18](=[CH:19][CH:20]=[CH:21][CH:22]=2)[C:17]([C:24]#[N:25])=[C:16]1[CH:8]=[O:9])[CH3:12]. (2) Given the reactants [C:1]([O-:13])(=[O:12])/[CH:2]=[CH:3]/[C:4]1[CH:11]=[CH:10][C:8]([OH:9])=[C:6]([OH:7])[CH:5]=1.[Na+].[C:15]([O:25][CH2:26][CH:27]1[O:29][CH2:28]1)(=[O:24])[CH:16]=[CH:17][C:18]1[CH:23]=[CH:22][CH:21]=[CH:20][CH:19]=1, predict the reaction product. The product is: [OH:7][C:6]1[CH:5]=[C:4]([CH:3]=[CH:2][C:1]([O:13][CH2:28][CH:27]([OH:29])[CH2:26][O:25][C:15](=[O:24])/[CH:16]=[CH:17]/[C:18]2[CH:23]=[CH:22][CH:21]=[CH:20][CH:19]=2)=[O:12])[CH:11]=[CH:10][C:8]=1[OH:9]. (3) Given the reactants [O:1]=[C:2]1[NH:7][C:6]2[CH:8]=[C:9]([C:12]3[CH:17]([C:18]4[CH:23]=[CH:22][CH:21]=[CH:20][CH:19]=4)[S:16][C:15]4=[N:24][C:25]([C:27]([OH:29])=O)=[CH:26][N:14]4[CH:13]=3)[CH:10]=[CH:11][C:5]=2[O:4][CH2:3]1.CC[N:32]=C=NCCCN(C)C.N1(O)C2C=CC=CC=2N=N1, predict the reaction product. The product is: [O:1]=[C:2]1[NH:7][C:6]2[CH:8]=[C:9]([C:12]3[CH:17]([C:18]4[CH:19]=[CH:20][CH:21]=[CH:22][CH:23]=4)[S:16][C:15]4=[N:24][C:25]([C:27]([NH2:32])=[O:29])=[CH:26][N:14]4[CH:13]=3)[CH:10]=[CH:11][C:5]=2[O:4][CH2:3]1. (4) Given the reactants [C:1]([O:13][CH2:14][CH2:15][CH2:16][CH3:17])(=[O:12])[C:2]([CH2:4][C:5]([O:7]CCCC)=O)=[CH2:3].[CH2:18]([CH:20]([CH2:23][CH2:24][CH2:25][CH3:26])[CH2:21][NH2:22])[CH3:19], predict the reaction product. The product is: [CH2:14]([O:13][C:1]([CH:2]1[CH2:4][C:5](=[O:7])[N:22]([CH2:21][CH:20]([CH2:18][CH3:19])[CH2:23][CH2:24][CH2:25][CH3:26])[CH2:3]1)=[O:12])[CH2:15][CH2:16][CH3:17].